Dataset: Reaction yield outcomes from USPTO patents with 853,638 reactions. Task: Predict the reaction yield, written as a fraction of the theoretical maximum amount of product (1.0 means a 100% yield; for example, 0.34 means a 34% yield). (1) The reactants are O=[C:2]1[CH2:7][CH2:6][N:5]([C:8]([O:10][C:11]([CH3:14])([CH3:13])[CH3:12])=[O:9])[CH2:4][CH2:3]1.C1(P(C2C=CC=CC=2)(C2C=CC=CC=2)=[CH:22][C:23]([O:25][CH2:26][CH3:27])=[O:24])C=CC=CC=1. The catalyst is C1(C)C=CC=CC=1. The product is [CH2:26]([O:25][C:23](=[O:24])[CH:22]=[C:2]1[CH2:7][CH2:6][N:5]([C:8]([O:10][C:11]([CH3:14])([CH3:13])[CH3:12])=[O:9])[CH2:4][CH2:3]1)[CH3:27]. The yield is 0.930. (2) The reactants are [OH:1][C:2]([C:13]1[CH:18]=[CH:17][N:16]=[C:15]([O:19][CH3:20])[C:14]=1[CH2:21][OH:22])([CH2:11][CH3:12])[CH2:3][C:4]([O:6]C(C)(C)C)=O.FC(F)(F)C(O)=O. The catalyst is C1(C)C=CC=CC=1. The product is [CH2:11]([C:2]1([OH:1])[C:13]2[C:14](=[C:15]([O:19][CH3:20])[N:16]=[CH:17][CH:18]=2)[CH2:21][O:22][C:4](=[O:6])[CH2:3]1)[CH3:12]. The yield is 0.890. (3) The reactants are C=O.[C:3]([BH3-])#N.[Na+].[CH3:7][O:8][C:9]1[CH:10]=[C:11]2[C:16](=[CH:17][C:18]=1[O:19][CH2:20][CH:21]1[CH2:26][CH2:25][NH:24][CH2:23][CH2:22]1)[N:15]=[CH:14][N:13]([CH2:27][O:28][C:29](=[O:34])[C:30]([CH3:33])([CH3:32])[CH3:31])[C:12]2=[O:35]. The catalyst is C1COCC1.CO. The product is [CH3:7][O:8][C:9]1[CH:10]=[C:11]2[C:16](=[CH:17][C:18]=1[O:19][CH2:20][CH:21]1[CH2:22][CH2:23][N:24]([CH3:3])[CH2:25][CH2:26]1)[N:15]=[CH:14][N:13]([CH2:27][O:28][C:29](=[O:34])[C:30]([CH3:31])([CH3:32])[CH3:33])[C:12]2=[O:35]. The yield is 0.820. (4) The reactants are [NH2:1][C:2]1[CH:7]=[C:6]([CH3:8])[CH:5]=[CH:4][C:3]=1[OH:9].[CH2:10]([O:12][C@H:13]1[CH2:18][CH2:17][C@H:16]([N:19]2[CH2:24][CH2:23][C:22](=O)[CH2:21][CH2:20]2)[CH2:15][CH2:14]1)[CH3:11].C([BH3-])#N.[Na+].C(O)(=O)C. The catalyst is ClCCl. The product is [CH2:10]([O:12][C@H:13]1[CH2:14][CH2:15][C@H:16]([N:19]2[CH2:24][CH2:23][CH:22]([NH:1][C:2]3[CH:7]=[C:6]([CH3:8])[CH:5]=[CH:4][C:3]=3[OH:9])[CH2:21][CH2:20]2)[CH2:17][CH2:18]1)[CH3:11]. The yield is 0.920. (5) The reactants are [OH-].[Na+].O.C([O:6][C:7]([C:9]1[N:10]([C:30]2[CH:35]=[CH:34][C:33]([O:36][CH:37]([CH3:39])[CH3:38])=[CH:32][CH:31]=2)[C:11]2[C:16]([C:17]=1[Cl:18])=[CH:15][C:14]([O:19][C:20]1[CH:25]=[CH:24][C:23]([C:26]([F:29])([F:28])[F:27])=[CH:22][CH:21]=1)=[CH:13][CH:12]=2)=[O:8])C.Cl. The catalyst is C(Cl)Cl. The product is [Cl:18][C:17]1[C:16]2[C:11](=[CH:12][CH:13]=[C:14]([O:19][C:20]3[CH:25]=[CH:24][C:23]([C:26]([F:29])([F:27])[F:28])=[CH:22][CH:21]=3)[CH:15]=2)[N:10]([C:30]2[CH:35]=[CH:34][C:33]([O:36][CH:37]([CH3:38])[CH3:39])=[CH:32][CH:31]=2)[C:9]=1[C:7]([OH:8])=[O:6]. The yield is 0.870.